The task is: Predict which catalyst facilitates the given reaction.. This data is from Catalyst prediction with 721,799 reactions and 888 catalyst types from USPTO. Reactant: Br[C:2]1[CH:3]=[C:4]([Br:13])[C:5]2[N:6]([C:8]([CH3:12])=[C:9]([CH3:11])[N:10]=2)[CH:7]=1.[OH:14][C:15]1[CH:20]=[CH:19][CH:18]=[CH:17][N:16]=1.C(=O)([O-])[O-].[Cs+].[Cs+].CN(C)[C@H]1CCCC[C@@H]1N. Product: [Br:13][C:4]1[C:5]2[N:6]([C:8]([CH3:12])=[C:9]([CH3:11])[N:10]=2)[CH:7]=[C:2]([N:16]2[CH:17]=[CH:18][CH:19]=[CH:20][C:15]2=[O:14])[CH:3]=1. The catalyst class is: 590.